This data is from Forward reaction prediction with 1.9M reactions from USPTO patents (1976-2016). The task is: Predict the product of the given reaction. (1) Given the reactants [CH2:1]([O:5][C:6]1[N:14]=[C:13]2[C:9]([N:10]=[C:11]([O:21][CH3:22])[N:12]2[CH2:15][CH2:16][CH2:17][CH2:18][CH2:19]Cl)=[C:8]([NH2:23])[N:7]=1)[CH2:2][CH2:3][CH3:4].[NH:24]1[CH2:31][CH2:30][CH2:29][CH2:28][CH2:27][CH2:26][CH2:25]1, predict the reaction product. The product is: [CH2:1]([O:5][C:6]1[N:14]=[C:13]2[C:9]([N:10]=[C:11]([O:21][CH3:22])[N:12]2[CH2:15][CH2:16][CH2:17][CH2:18][CH2:19][N:24]2[CH2:31][CH2:30][CH2:29][CH2:28][CH2:27][CH2:26][CH2:25]2)=[C:8]([NH2:23])[N:7]=1)[CH2:2][CH2:3][CH3:4]. (2) Given the reactants Br[C:2]1[CH:3]=[N:4][C:5]([C:8]([NH:10][C@H:11]2[CH2:15][CH2:14][N:13]([C:16]3[C:17]4[N:18]([CH:22]=[CH:23][CH:24]=4)[CH:19]=[CH:20][N:21]=3)[CH2:12]2)=[O:9])=[N:6][CH:7]=1.[CH3:25][C:26]1(C)C(C)(C)OB(C=C)O1.C([O-])([O-])=O.[K+].[K+], predict the reaction product. The product is: [C:16]1([N:13]2[CH2:14][CH2:15][C@H:11]([NH:10][C:8]([C:5]3[N:4]=[CH:3][C:2]([CH:25]=[CH2:26])=[CH:7][N:6]=3)=[O:9])[CH2:12]2)[C:17]2[N:18]([CH:22]=[CH:23][CH:24]=2)[CH:19]=[CH:20][N:21]=1. (3) Given the reactants [Cl:1][C:2]1[CH:3]=[C:4]([NH:9][C:10]([N:12]2[CH2:17][CH2:16][N:15]([CH2:18][C@@H:19]3[CH2:24][CH2:23][CH2:22][NH:21][CH2:20]3)[CH2:14][CH2:13]2)=[O:11])[CH:5]=[CH:6][C:7]=1[Cl:8].C(N(CC)CC)C.[S:32]1[CH:36]=[CH:35][CH:34]=[C:33]1[CH2:37][C:38](Cl)=[O:39], predict the reaction product. The product is: [Cl:1][C:2]1[CH:3]=[C:4]([NH:9][C:10]([N:12]2[CH2:17][CH2:16][N:15]([CH2:18][C@@H:19]3[CH2:24][CH2:23][CH2:22][N:21]([C:38](=[O:39])[CH2:37][C:33]4[S:32][CH:36]=[CH:35][CH:34]=4)[CH2:20]3)[CH2:14][CH2:13]2)=[O:11])[CH:5]=[CH:6][C:7]=1[Cl:8]. (4) Given the reactants [CH3:1][O:2][C:3]1[C:8]2=[CH:9][CH:10]=[C:11]3[C:20]([N:19]=[C:18]4[C:13]([CH:14]=[CH:15][CH:16]=[C:17]4[C:21](O)=[O:22])=[N:12]3)=[C:7]2[CH:6]=[CH:5][CH:4]=1.Cl.[CH3:25][N:26]([CH3:37])[CH2:27][CH:28]([NH2:36])[CH2:29][C:30]1[CH:35]=[CH:34][CH:33]=[CH:32][CH:31]=1, predict the reaction product. The product is: [CH3:25][N:26]([CH2:27][CH:28]([NH:36][C:21]([C:17]1[C:18]2[C:13](=[N:12][C:11]3[C:20]([N:19]=2)=[C:7]2[CH:6]=[CH:5][CH:4]=[C:3]([O:2][CH3:1])[C:8]2=[CH:9][CH:10]=3)[CH:14]=[CH:15][CH:16]=1)=[O:22])[CH2:29][C:30]1[CH:35]=[CH:34][CH:33]=[CH:32][CH:31]=1)[CH3:37]. (5) Given the reactants C([O:3][CH:4](OCC)[C:5]#[C:6][C:7]([C:13]1[CH:14]=[C:15]([N:19]([CH2:29][CH:30]([CH3:32])[CH3:31])[S:20]([C:23]2[CH:28]=[CH:27][CH:26]=[CH:25][CH:24]=2)(=[O:22])=[O:21])[CH:16]=[CH:17][CH:18]=1)([OH:12])[C:8]([F:11])([F:10])[F:9])C.O.C1(C)C=CC(S(O)(=O)=O)=CC=1, predict the reaction product. The product is: [OH:12][C:7]([C:13]1[CH:14]=[C:15]([N:19]([CH2:29][CH:30]([CH3:32])[CH3:31])[S:20]([C:23]2[CH:24]=[CH:25][CH:26]=[CH:27][CH:28]=2)(=[O:22])=[O:21])[CH:16]=[CH:17][CH:18]=1)([C:8]([F:11])([F:9])[F:10])[C:6]#[C:5][CH:4]=[O:3]. (6) Given the reactants [CH3:1][C:2]([S:9][CH2:10][CH2:11][C@H:12]1[CH2:16][CH2:15][O:14][CH2:13]1)([CH3:8])[C:3]([O:5]CC)=[O:4].O.[OH-].[Li+].CO, predict the reaction product. The product is: [CH3:8][C:2]([S:9][CH2:10][CH2:11][C@H:12]1[CH2:16][CH2:15][O:14][CH2:13]1)([CH3:1])[C:3]([OH:5])=[O:4]. (7) Given the reactants [CH3:1][O:2][C:3]1[CH:4]=[N:5][CH:6]=[CH:7][C:8]=1[N+:9]([O-:11])=[O:10].S([O-])(OC)(=O)=O.ClCCCl.[C-:22]#[N:23].[Na+], predict the reaction product. The product is: [C:22]([C:4]1[C:3]([O:2][CH3:1])=[C:8]([N+:9]([O-:11])=[O:10])[CH:7]=[CH:6][N:5]=1)#[N:23]. (8) Given the reactants [Cl:1][C:2]1[CH:3]=[C:4]([CH:15]=[C:16]([Cl:19])[C:17]=1[Cl:18])[CH2:5][N:6]1[CH:10]=[C:9]([C:11]([NH:13][NH2:14])=[O:12])[N:8]=[N:7]1.[CH3:20][O:21][C:22]([C:24]1[CH:25]=[N:26][CH:27]=[C:28]([CH:32]=1)[C:29](O)=[O:30])=[O:23].CN(C(ON1N=NC2C=CC=NC1=2)=[N+](C)C)C.F[P-](F)(F)(F)(F)F.CCN(C(C)C)C(C)C, predict the reaction product. The product is: [Cl:19][C:16]1[CH:15]=[C:4]([CH:3]=[C:2]([Cl:1])[C:17]=1[Cl:18])[CH2:5][N:6]1[CH:10]=[C:9]([C:11]([NH:13][NH:14][C:29]([C:28]2[CH:27]=[N:26][CH:25]=[C:24]([CH:32]=2)[C:22]([O:21][CH3:20])=[O:23])=[O:30])=[O:12])[N:8]=[N:7]1.